This data is from Experimentally validated miRNA-target interactions with 360,000+ pairs, plus equal number of negative samples. The task is: Binary Classification. Given a miRNA mature sequence and a target amino acid sequence, predict their likelihood of interaction. (1) The miRNA is mmu-miR-22-3p with sequence AAGCUGCCAGUUGAAGAACUGU. The protein sequence of the target gene is MAIRRCWPRVVPGPALGWLLLLLNVLAPGRASPRLLDFPAPVCAQEGLSCRVKNSTCLDDSWIHPKNLTPSSPKNIYINLSVSSTQHGELVPVLHVEWTLQTDASILYLEGAELSVLQLNTNERLCVKFQFLSMLQHHRKRWRFSFSHFVVDPGQEYEVTVHHLPKPIPDGDPNHKSKIIFVPDCEDSKMKMTTSCVSSGSLWDPNITVETLDTQHLRVDFTLWNESTPYQVLLESFSDSENHSCFDVVKQIFAPRQEEFHQRANVTFTLSKFHWCCHHHVQVQPFFSSCLNDCLRHAVT.... Result: 0 (no interaction). (2) The miRNA is hsa-miR-335-5p with sequence UCAAGAGCAAUAACGAAAAAUGU. The protein sequence of the target gene is MAKGRVAERSQLGAHHTTPVGDGAAGTRGLAAPGSRDHQKEKSWVEAGSARMSLLILVSIFLSAAFVMFLVYKNFPQLSEEERVNMKVPRDMDDAKALGKVLSKYKDTFYVQVLVAYFATYIFLQTFAIPGSIFLSILSGFLYPFPLALFLVCLCSGLGASFCYMLSYLVGRPVVYKYLTEKAVKWSQQVERHREHLINYIIFLRITPFLPNWFINITSPVINVPLKVFFIGTFLGVAPPSFVAIKAGTTLYQLTTAGEAVSWNSIFILMILAVLSILPAIFQKKLKQKFE. Result: 1 (interaction). (3) The miRNA is hsa-miR-23a-3p with sequence AUCACAUUGCCAGGGAUUUCC. The protein sequence of the target gene is MDSQKYCFKENENVTVDKACFLISNITIGPESINLQQEALQRIISTLANKNDEIQNFIDTLHHTLKGVQENSSNILSELDEEFDSLYSILDEVKESMINCIKQEQARKSQELQSQISQCNNALENSEELLEFATRSLDIKEPEEFSKAARQIKDRVTMASAFRLSLKPKVSDNMTHLMVDFSQERQMLQTLKFLPVPKAPEIDPVECLVADNSVTVAWRMPEEDNKIDHFILEHRKTNFDGLPRVKDERCWEIIDNIKGTEYTLSGLKFDSKYMNFRVRACNKAVAGEYSDPVTLETKAL.... Result: 1 (interaction). (4) The miRNA is hsa-miR-3683 with sequence UGCGACAUUGGAAGUAGUAUCA. The protein sequence of the target gene is MYQSLALAASPRQAAYADSGSFLHAPGAGSPMFVPPARVPSMLSYLSGCEPSPQPPELAARPGWAQTATADSSAFGPGSPHPPAAHPPGATAFPFAHSPSGPGSGGSAGGRDGSAYQGALLPREQFAAPLGRPVGTSYSATYPAYVSPDVAQSWTAGPFDGSVLHGLPGRRPTFVSDFLEEFPGEGRECVNCGALSTPLWRRDGTGHYLCNACGLYHKMNGVNRPLVRPQKRLSSSRRAGLCCTNCHTTNTTLWRRNSEGEPVCNACGLYMKLHGVPRPLAMKKESIQTRKRKPKTIAKA.... Result: 0 (no interaction). (5) The miRNA is mmu-miR-124-3p with sequence UAAGGCACGCGGUGAAUGCC. The protein sequence of the target gene is MNSTWDGNQSSHPFCLLALGYLETVRFCLLEVLIIVFLTVLIISGNIIVIFVFHCAPLLNHHSTSYFIQTMAYADLLVGVSCLVPSLSLLYYPLPIEEAMTCQVFGFVVSVLKSISMASLACISIDRYIAITKPLTYNTLVTPWRLRLCIFLIWLYSTLVFLPSFFHWGKPGYHGDVFQWCAESWHTNSYFTLFIVMMLYAPAALIVCFTYFNIFRICQQHTKEISERQARFSSQNGETGEPQTCPDKRYAMVLFRITSVFYVLWLPYIIYFLLESSTGCSSRLASFLTTWLAISNSFCN.... Result: 1 (interaction). (6) The miRNA is mmu-miR-26a-5p with sequence UUCAAGUAAUCCAGGAUAGGCU. The protein sequence of the target gene is MEKPPSPPPPPRAQTSPGLGKVGVLPNRRLGAVRGGLMSSPPGRRARLASPGTSRPSSEAREELRRRLRDLIEGNRVMIFSKSYCPHSTRVKELFSSLGVVYNILELDQVDDGASVQEVLTEISNQKTVPNIFVNKVHVGGCDRTFQAHQNGLLQKLLQDDSAHDYDLIIIGGGSGGLSCAKEAANLGKKVMVLDFVVPSPQGTTWGLGGTCVNVGCIPKKLMHQAALLGHALQDAKKYGWEYNQQVKHNWEAMTEAIQSHIGSLNWGYRVTLREKGVTYVNSFGEFVDLHKIKATNKKG.... Result: 1 (interaction). (7) The miRNA is mmu-miR-1969 with sequence AAGAUGGAGACUUUAACAUGGGU. The protein sequence of the target gene is MSDSGSQLGSMGSLTMKSQLQITVISAKLKENKKNWFGPSPYVEVTVDGQSKKTEKCNNTNSPKWKQPLTVIVTPVSKLHFRVWSHQTLKSDVLLGTAALDIYETLKSNNMKLEEVVVTLQLGGDKEPTETIGDLSICLDGLQLESEVVTNGETTCSENGVSLCLPRLECNSAISAHCNLCLPGLSDSPISASRVAGFTGASQNDDGSRSKDETRVSTNGSDDPEDAGAGENRRVSGNNSPSLSNGGFKPSRPPRPSRPPPPTPRRPASVNGSPSATSESDGSSTGSLPPTNTNTNTSEG.... Result: 0 (no interaction). (8) The miRNA is mmu-miR-411-3p with sequence UAUGUAACACGGUCCACUAACC. The protein sequence of the target gene is MQPGEGYHYDSGPNNAVHPHQLPAGSRLNQYLANNNRQGPSFGPGTPINVNAPVFVPKHQQPQPAQVAAPPPMVNQFAQLSIHDVPHQMIPFGQINGPPTFGPGQHMNHRASHHHQSPQMAQQPPTLQQSAYDRYQLENRGGTTYFYTEPTEAGPDDEQYTEAEAPDGSILVNTPGAFGYNAPLPISHMARFRGKANANLQTQFISPEIRMELINRQLAYDTKADSAIIGDIPHSVEHFSNLVPLEIAGIQSQTTYKAFSCRDGNYYCLRRIHGNRIQHPGKQTHLVEQWKKLVHGNVVP.... Result: 0 (no interaction). (9) The miRNA is hsa-miR-2053 with sequence GUGUUAAUUAAACCUCUAUUUAC. The protein sequence of the target gene is MKLSLVAAMLLLLSAARAEEEDKKEDVGTVVGIDLGTTYSCVGVFKNGRVEIIANDQGNRITPSYVAFTPEGERLIGDAAKNQLTSNPENTVFDAKRLIGRTWNDPSVQQDIKFLPFKVVEKKTKPYIQVDIGGGQTKTFAPEEISAMVLTKMKETAEAYLGKKVTHAVVTVPAYFNDAQRQATKDAGTIAGLNVMRIINEPTAAAIAYGLDKREGEKNILVFDLGGGTFDVSLLTIDNGVFEVVATNGDTHLGGEDFDQRVMEHFIKLYKKKTGKDVRKDNRAVQKLRREVEKAKRALS.... Result: 1 (interaction). (10) The miRNA is hsa-miR-4671-3p with sequence UUAGUGCAUAGUCUUUGGUCU. The protein sequence of the target gene is MRVWVPVGVLTSLAYCFHQRRVALAEQRAPNGQRPVDRNLLELKMVQVVFRHGARSPLKPLPLEEQVEWNPKLLEIPPQTRFDYTVTNLAGGPKPHSHYDTEYRKTTLRGGVLAGQLTKVGMQQMFALGEKLRKNYVEDIPFLSPVYNPQEVFIRSTNMFRNLESTRCLLAGLFQHQKGSAVIHTDEASSEVLYPNYQSCWVLKEKTRGRKKAAISQPGISEDLEKVKTGVGINNGDDVDFFVLLDNVAAEQVHSLLNCPALERFAQLIEQRAVDMALYVVEQEDRESIQMAVGPFLHIL.... Result: 0 (no interaction).